This data is from Forward reaction prediction with 1.9M reactions from USPTO patents (1976-2016). The task is: Predict the product of the given reaction. (1) Given the reactants [Br:1][C:2]1[CH:3]=[C:4]2[C:8](=[C:9]([F:11])[CH:10]=1)[NH:7][CH2:6][CH2:5]2.[CH3:12][S:13](Cl)(=[O:15])=[O:14], predict the reaction product. The product is: [Br:1][C:2]1[CH:3]=[C:4]2[C:8](=[C:9]([F:11])[CH:10]=1)[N:7]([S:13]([CH3:12])(=[O:15])=[O:14])[CH2:6][CH2:5]2. (2) Given the reactants Br[C:2]1[CH:11]=[C:10]2[C:5]([N:6]=[CH:7][CH:8]=[N:9]2)=[C:4]([C:12]([NH:14][CH2:15][C:16]([O:18][CH2:19][CH3:20])=[O:17])=[O:13])[C:3]=1[OH:21].[CH3:22][C:23]1[N:24]=[C:25]([Sn](CCCC)(CCCC)CCCC)[S:26][CH:27]=1, predict the reaction product. The product is: [OH:21][C:3]1[C:4]([C:12]([NH:14][CH2:15][C:16]([O:18][CH2:19][CH3:20])=[O:17])=[O:13])=[C:5]2[C:10](=[CH:11][C:2]=1[C:25]1[S:26][CH:27]=[C:23]([CH3:22])[N:24]=1)[N:9]=[CH:8][CH:7]=[N:6]2. (3) Given the reactants C(OC(=O)[NH:7][CH2:8][C@H:9]([NH:25]C(OC(C)(C)C)=O)[CH2:10][CH2:11][CH2:12][C:13]1[CH:18]=[CH:17][C:16]([O:19][CH2:20][C@H:21]([OH:24])[CH2:22][OH:23])=[CH:15][CH:14]=1)(C)(C)C.Cl, predict the reaction product. The product is: [NH2:25][C@@H:9]([CH2:8][NH2:7])[CH2:10][CH2:11][CH2:12][C:13]1[CH:18]=[CH:17][C:16]([O:19][CH2:20][C@H:21]([OH:24])[CH2:22][OH:23])=[CH:15][CH:14]=1. (4) The product is: [Br:1][C:2]1[CH:10]=[C:6]([CH3:7])[C:5]([O:24][CH3:21])=[C:4]([CH:3]=1)[C:13]([O:16][CH3:19])=[O:14]. Given the reactants [Br:1][C:2]1[CH:3]=[C:4](C)[C:5](O)=[C:6]([CH:10]=1)[C:7](O)=O.[C:13]([O-:16])([O-])=[O:14].[K+].[K+].[CH3:19]I.[C:21]([O-:24])([O-])=O.[Cs+].[Cs+], predict the reaction product. (5) Given the reactants C(OC(=O)[N:7]([CH:24]1[CH2:29][CH2:28][N:27]([CH2:30][C:31]2[CH:36]=[CH:35][CH:34]=[CH:33][CH:32]=2)[CH2:26][CH2:25]1)[CH2:8][C:9]1[N:10]=[C:11]([CH2:22][OH:23])[N:12](COCC[Si](C)(C)C)[CH:13]=1)(C)(C)C.C(O)(C(F)(F)F)=O.C(=O)([O-])O.[Na+], predict the reaction product. The product is: [CH2:30]([N:27]1[CH2:28][CH2:29][CH:24]([NH:7][CH2:8][C:9]2[N:10]=[C:11]([CH2:22][OH:23])[NH:12][CH:13]=2)[CH2:25][CH2:26]1)[C:31]1[CH:32]=[CH:33][CH:34]=[CH:35][CH:36]=1. (6) Given the reactants Br[C:2]1[CH:7]=[C:6]([CH2:8][O:9][Si:10]([C:13]([CH3:16])([CH3:15])[CH3:14])([CH3:12])[CH3:11])[N:5]=[C:4]([N:17]=[C:18]2[N:22]([CH2:23][O:24][CH3:25])[CH:21]=[CH:20][S:19]2)[CH:3]=1.C1(P(C2C=CC=CC=2)C2C3OC4C(=CC=CC=4P(C4C=CC=CC=4)C4C=CC=CC=4)C(C)(C)C=3C=CC=2)C=CC=CC=1.[CH3:68][N:69](C)C(=O)C, predict the reaction product. The product is: [C:13]([Si:10]([CH3:12])([CH3:11])[O:9][CH2:8][C:6]1[CH:7]=[C:2]([CH:3]=[C:4]([N:17]=[C:18]2[N:22]([CH2:23][O:24][CH3:25])[CH:21]=[CH:20][S:19]2)[N:5]=1)[C:68]#[N:69])([CH3:16])([CH3:15])[CH3:14].